Dataset: Reaction yield outcomes from USPTO patents with 853,638 reactions. Task: Predict the reaction yield, written as a fraction of the theoretical maximum amount of product (1.0 means a 100% yield; for example, 0.34 means a 34% yield). (1) The reactants are [CH2:1]([O:8][C:9]([N:11]([CH2:18][CH2:19][CH2:20]CC(OCC)=O)[CH2:12][C:13]([O:15]CC)=O)=[O:10])[C:2]1[CH:7]=[CH:6][CH:5]=[CH:4][CH:3]=1.[O-:27][CH2:28][CH3:29].[Na+].C([OH:33])C. No catalyst specified. The product is [CH2:1]([O:8][C:9]([N:11]1[CH2:12][C:13](=[O:15])[CH:19]([C:20]([O:27][CH2:28][CH3:29])=[O:33])[CH2:18]1)=[O:10])[C:2]1[CH:3]=[CH:4][CH:5]=[CH:6][CH:7]=1. The yield is 0.720. (2) The catalyst is [Al].[Cu]. The product is [Br:23][C:24]1[CH:29]=[C:28]([N+:30]([O-:32])=[O:31])[CH:27]=[C:26]([Br:33])[C:25]=1[O:34][C:15]1[CH:16]=[CH:17][C:18]([O:21][CH3:22])=[C:19]([CH:40]([CH3:41])[CH3:42])[CH:20]=1. The reactants are F[B-](F)(F)F.[CH3:22][O:21][C:18]1[CH:19]=[CH:20][C:15]([I+][C:15]2[CH:20]=[CH:19][C:18]([O:21][CH3:22])=[CH:17][CH:16]=2)=[CH:16][CH:17]=1.[Br:23][C:24]1[CH:29]=[C:28]([N+:30]([O-:32])=[O:31])[CH:27]=[C:26]([Br:33])[C:25]=1[OH:34].CCN([CH2:40][CH3:41])CC.[CH2:42](Cl)Cl. The yield is 1.00. (3) The reactants are C(O[C:6](=[O:19])[NH:7][C:8]1[S:9][C:10]2[CH:16]=[CH:15][CH:14]=[C:13]([O:17][CH3:18])[C:11]=2[N:12]=1)(C)(C)C.[CH2:20]([NH2:26])C1OC=CC=1.[O:27]1[CH2:32][CH2:31]O[CH2:29][CH2:28]1. No catalyst specified. The product is [O:27]1[CH:32]=[CH:31][CH:29]=[C:28]1[N:26]([CH3:20])[C:6]([NH:7][C:8]1[S:9][C:10]2[CH:16]=[CH:15][CH:14]=[C:13]([O:17][CH3:18])[C:11]=2[N:12]=1)=[O:19]. The yield is 0.920. (4) The reactants are [Br:1][C:2]1[C:3]([CH3:9])=[C:4]([CH:6]=[CH:7][CH:8]=1)[NH2:5].[F:10][C:11]1[CH:19]=[CH:18][CH:17]=[CH:16][C:12]=1[C:13](O)=[O:14].C1C=NC2N(O)N=NC=2C=1.CCN(C(C)C)C(C)C.C(Cl)CCl. The catalyst is CCOC(C)=O. The product is [Br:1][C:2]1[C:3]([CH3:9])=[C:4]([NH:5][C:13](=[O:14])[C:12]2[CH:16]=[CH:17][CH:18]=[CH:19][C:11]=2[F:10])[CH:6]=[CH:7][CH:8]=1. The yield is 0.990. (5) The reactants are [Br:1][C:2]1[CH:9]=[CH:8][C:5]([CH:6]=O)=[C:4]([O:10][C:11]([CH3:15])([C:13]#[CH:14])[CH3:12])[CH:3]=1.C1(P(C2C=CC=CC=2)(C2C=CC=CC=2)=[CH:23][CH:24]=[O:25])C=CC=CC=1. The catalyst is O1CCCC1. The product is [Br:1][C:2]1[CH:9]=[CH:8][C:5]([CH:6]=[CH:23][CH:24]=[O:25])=[C:4]([O:10][C:11]([CH3:15])([C:13]#[CH:14])[CH3:12])[CH:3]=1. The yield is 0.600. (6) The reactants are [OH-].[Na+].C([O:11][N:12]([CH:14]1[CH2:17][N:16]([C:18]2[C:19]3[N:20]([CH:29]=[N:30][N:31]=3)[C:21]3[CH:27]=[C:26]([Br:28])[CH:25]=[N:24][C:22]=3[N:23]=2)[CH2:15]1)[CH3:13])(=O)C1C=CC=CC=1. The catalyst is CO.CCOCC. The product is [Br:28][C:26]1[CH:25]=[N:24][C:22]2[N:23]=[C:18]([N:16]3[CH2:17][CH:14]([N:12]([CH3:13])[OH:11])[CH2:15]3)[C:19]3[N:20]([CH:29]=[N:30][N:31]=3)[C:21]=2[CH:27]=1. The yield is 0.770. (7) The reactants are O[CH2:2][C:3]1[C:8]([CH3:9])=[C:7]([O:10][CH2:11][CH2:12][CH2:13][O:14][CH3:15])[CH:6]=[CH:5][N:4]=1.S(Cl)([Cl:18])=O. The catalyst is C(OCC)(=O)C. The product is [Cl:18][CH2:2][C:3]1[C:8]([CH3:9])=[C:7]([O:10][CH2:11][CH2:12][CH2:13][O:14][CH3:15])[CH:6]=[CH:5][N:4]=1. The yield is 0.974.